From a dataset of Reaction yield outcomes from USPTO patents with 853,638 reactions. Predict the reaction yield, written as a fraction of the theoretical maximum amount of product (1.0 means a 100% yield; for example, 0.34 means a 34% yield). (1) The reactants are [N+:1]([C:4]1[CH:12]=[CH:11][C:7]([C:8](Cl)=[O:9])=[CH:6][CH:5]=1)([O-:3])=[O:2].[NH2:13][C:14]1[CH:15]=[N:16][CH:17]=[CH:18][C:19]=1[OH:20].C([O-])([O-])=O.[Na+].[Na+].CC(O)=O. The catalyst is N1C=CC=CC=1.O. The product is [OH:20][C:19]1[CH:18]=[CH:17][N:16]=[CH:15][C:14]=1[NH:13][C:8](=[O:9])[C:7]1[CH:11]=[CH:12][C:4]([N+:1]([O-:3])=[O:2])=[CH:5][CH:6]=1. The yield is 0.620. (2) The reactants are [OH:1][C:2]1[CH:10]=[CH:9][C:5]([C:6]([OH:8])=O)=[CH:4][CH:3]=1.C1N=CN(C(N2C=NC=C2)=O)C=1.[CH2:23]([N:27]1[C:35]2[N:34]=[C:33]([Cl:36])[NH:32][C:31]=2[C:30](=[O:37])[N:29]([CH2:38][CH2:39][CH2:40][CH2:41]/[C:42](=[N:45]/[H])/[NH:43]O)[C:28]1=[O:47])[CH2:24][CH2:25][CH3:26]. The catalyst is CS(C)=O. The product is [CH2:23]([N:27]1[C:35]2[N:34]=[C:33]([Cl:36])[NH:32][C:31]=2[C:30](=[O:37])[N:29]([CH2:38][CH2:39][CH2:40][CH2:41][C:42]2[N:43]=[C:6]([C:5]3[CH:4]=[CH:3][C:2]([OH:1])=[CH:10][CH:9]=3)[O:8][N:45]=2)[C:28]1=[O:47])[CH2:24][CH2:25][CH3:26]. The yield is 0.0400. (3) The reactants are Br[C:2]1[CH:3]=[CH:4][C:5]([C:8]2[CH:13]=[CH:12][CH:11]=[C:10]([O:14][CH3:15])[CH:9]=2)=[N:6][CH:7]=1.[NH2:16][C:17]1[CH:27]=[CH:26][CH:25]=[CH:24][C:18]=1[C:19]([O:21][CH2:22][CH3:23])=[O:20].C1C=CC(P(C2C(C3C(P(C4C=CC=CC=4)C4C=CC=CC=4)=CC=C4C=3C=CC=C4)=C3C(C=CC=C3)=CC=2)C2C=CC=CC=2)=CC=1.CC([O-])(C)C.[Na+]. The catalyst is C1(C)C=CC=CC=1.C1C=CC(/C=C/C(/C=C/C2C=CC=CC=2)=O)=CC=1.C1C=CC(/C=C/C(/C=C/C2C=CC=CC=2)=O)=CC=1.C1C=CC(/C=C/C(/C=C/C2C=CC=CC=2)=O)=CC=1.[Pd].[Pd]. The product is [CH3:7][CH2:2][CH2:3][CH2:4][CH2:5][CH3:8].[C:19]([O:21][CH2:22][CH3:23])(=[O:20])[CH3:18].[CH3:15][O:14][C:10]1[CH:9]=[C:8]([C:5]2[N:6]=[CH:7][C:2]([NH:16][C:17]3[CH:27]=[CH:26][CH:25]=[CH:24][C:18]=3[C:19]([OH:21])=[O:20])=[CH:3][CH:4]=2)[CH:13]=[CH:12][CH:11]=1. The yield is 0.260. (4) The product is [C:1]([O:5][C:6]([CH:7]1[CH:23]([C:19]2[CH:20]=[CH:21][CH:22]=[C:17]([Cl:16])[C:18]=2[F:34])[C:24]([C:25]#[N:26])([C:27]2[CH:32]=[CH:31][C:30]([F:33])=[CH:29][CH:28]=2)[CH:9]([CH2:10][C:11]([CH3:14])([CH3:13])[CH3:12])[NH:8]1)=[O:15])([CH3:4])([CH3:3])[CH3:2]. The yield is 0.720. The catalyst is ClCCl. The reactants are [C:1]([O:5][C:6](=[O:15])[CH2:7]/[N:8]=[CH:9]/[CH2:10][C:11]([CH3:14])([CH3:13])[CH3:12])([CH3:4])([CH3:3])[CH3:2].[Cl:16][C:17]1[C:18]([F:34])=[C:19](/[CH:23]=[C:24](/[C:27]2[CH:32]=[CH:31][C:30]([F:33])=[CH:29][CH:28]=2)\[C:25]#[N:26])[CH:20]=[CH:21][CH:22]=1.C(N(CC)CC)C. (5) The reactants are [CH2:1]([NH:8][C:9]([C@H:11]1[CH2:20][C:19]23[CH2:21][CH2:22][C@:12]1([OH:36])[CH:13]1[O:30][C:28]4=[C:29]5[C@@:14]12[CH2:15][CH2:16][N:17]([CH2:32][CH:33]1[CH2:35][CH2:34]1)[C@@H:18]3[CH2:23][C:24]5=[CH:25][CH:26]=[C:27]4[OH:31])=[O:10])[C:2]1[CH:7]=[CH:6][CH:5]=[CH:4][CH:3]=1.Cl[C:38]1[N:42]([C:43]2[CH:48]=[CH:47][CH:46]=[CH:45][CH:44]=2)[N:41]=[N:40][N:39]=1.C(=O)([O-])[O-].[K+].[K+]. The catalyst is CN(C=O)C.C(OCC)(=O)C. The product is [CH2:1]([NH:8][C:9]([C@H:11]1[CH2:20][C:19]23[CH2:21][CH2:22][C@:12]1([OH:36])[CH:13]1[O:30][C:28]4=[C:29]5[C@@:14]12[CH2:15][CH2:16][N:17]([CH2:32][CH:33]1[CH2:34][CH2:35]1)[C@@H:18]3[CH2:23][C:24]5=[CH:25][CH:26]=[C:27]4[O:31][C:38]1[N:42]([C:43]2[CH:48]=[CH:47][CH:46]=[CH:45][CH:44]=2)[N:41]=[N:40][N:39]=1)=[O:10])[C:2]1[CH:7]=[CH:6][CH:5]=[CH:4][CH:3]=1. The yield is 0.960. (6) The yield is 1.00. The catalyst is C(Cl)Cl. The product is [CH2:39]([S:43]([O:31][CH2:30][CH2:29][N:4]([CH2:3][CH2:2][Br:1])[C:5]1[C:6]([C:7]([NH:9][CH2:10][CH2:11][O:12][CH:13]2[CH2:18][CH2:17][CH2:16][CH2:15][O:14]2)=[O:8])=[CH:19][C:20]([N+:26]([O-:28])=[O:27])=[CH:21][C:22]=1[N+:23]([O-:25])=[O:24])(=[O:45])=[O:44])[CH2:40][CH2:41][CH3:42]. The reactants are [Br:1][CH2:2][CH2:3][N:4]([CH2:29][CH2:30][OH:31])[C:5]1[C:22]([N+:23]([O-:25])=[O:24])=[CH:21][C:20]([N+:26]([O-:28])=[O:27])=[CH:19][C:6]=1[C:7]([NH:9][CH2:10][CH2:11][O:12][CH:13]1[CH2:18][CH2:17][CH2:16][CH2:15][O:14]1)=[O:8].CCN(CC)CC.[CH2:39]([S:43](Cl)(=[O:45])=[O:44])[CH2:40][CH2:41][CH3:42].C([O-])(O)=O.[Na+]. (7) The product is [NH2:1][C:2]1[N:6]([CH:7]2[CH2:10][NH:9][CH2:8]2)[N:5]=[C:4]([C:24]2[CH:25]=[CH:26][C:27]([O:30][C:31]3[CH:36]=[CH:35][CH:34]=[CH:33][CH:32]=3)=[CH:28][CH:29]=2)[C:3]=1[C:37]#[N:38]. The reactants are [NH2:1][C:2]1[N:6]([CH:7]2[CH2:10][N:9](C(C3C=CC=CC=3)C3C=CC=CC=3)[CH2:8]2)[N:5]=[C:4]([C:24]2[CH:29]=[CH:28][C:27]([O:30][C:31]3[CH:36]=[CH:35][CH:34]=[CH:33][CH:32]=3)=[CH:26][CH:25]=2)[C:3]=1[C:37]#[N:38].Cl. The catalyst is CO.[OH-].[Pd+2].[OH-]. The yield is 0.980. (8) No catalyst specified. The product is [CH3:1][C:2]1[C:7](=[O:8])[N:6]([CH3:9])[C:5]([NH:10][C:11]2[CH:12]=[CH:13][C:14]([I:18])=[CH:15][C:16]=2[F:17])=[C:4]2[C:19]([N:21]([CH:35]3[CH2:36][CH2:37]3)[C:22]([N:24]([C:25]3[CH:26]=[CH:27][CH:28]=[C:29]([NH:31][C:32]([CH3:34])=[O:33])[CH:30]=3)[C:3]=12)=[O:23])=[O:20].[CH3:38][S:39]([CH3:41])=[O:40]. The yield is 0.772. The reactants are [CH3:1][C:2]1[C:7](=[O:8])[N:6]([CH3:9])[C:5]([NH:10][C:11]2[CH:12]=[CH:13][C:14]([I:18])=[CH:15][C:16]=2[F:17])=[C:4]2[C:19]([N:21]([CH:35]3[CH2:37][CH2:36]3)[C:22]([N:24]([C:25]3[CH:26]=[CH:27][CH:28]=[C:29]([NH:31][C:32]([CH3:34])=[O:33])[CH:30]=3)[C:3]=12)=[O:23])=[O:20].[CH3:38][S:39]([CH3:41])=[O:40]. (9) The reactants are [NH2:1][C:2]1[CH:33]=[CH:32][C:5]([O:6][C:7]2[CH:12]=[CH:11][N:10]=[C:9]3[CH:13]=[C:14]([C:16]4[CH:17]=[N:18][N:19]([CH2:21][CH2:22][N:23]([CH3:31])[C:24](=[O:30])[O:25][C:26]([CH3:29])([CH3:28])[CH3:27])[CH:20]=4)[S:15][C:8]=23)=[C:4]([F:34])[CH:3]=1.FC1C=C(NC(NC(=O)CC2C=CC=CC=2)=S)C=CC=1OC1C=CN=C2C=C(C3C=CC(S(C)(=O)=O)=CC=3)SC=12.[CH3:75][O:76][C:77]1[CH:82]=[CH:81][CH:80]=[CH:79][C:78]=1[CH2:83][C:84]([N:86]=[C:87]=[S:88])=[O:85]. No catalyst specified. The product is [F:34][C:4]1[CH:3]=[C:2]([NH:1][C:87]([NH:86][C:84](=[O:85])[CH2:83][C:78]2[CH:79]=[CH:80][CH:81]=[CH:82][C:77]=2[O:76][CH3:75])=[S:88])[CH:33]=[CH:32][C:5]=1[O:6][C:7]1[CH:12]=[CH:11][N:10]=[C:9]2[CH:13]=[C:14]([C:16]3[CH:17]=[N:18][N:19]([CH2:21][CH2:22][N:23]([CH3:31])[C:24](=[O:30])[O:25][C:26]([CH3:27])([CH3:28])[CH3:29])[CH:20]=3)[S:15][C:8]=12. The yield is 0.900.